This data is from Full USPTO retrosynthesis dataset with 1.9M reactions from patents (1976-2016). The task is: Predict the reactants needed to synthesize the given product. (1) Given the product [C@@H:10]1([N:40]2[C:48]3[C:43](=[C:44]([CH3:49])[CH:45]=[CH:46][CH:47]=3)[C:42]([CH2:50][C:51]3[CH:52]=[CH:53][C:54]([CH2:57][CH2:58][CH2:59][C:60](=[O:61])[NH:63][C@@H:64]([CH3:67])[CH2:65][OH:66])=[CH:55][CH:56]=3)=[CH:41]2)[O:11][C@H:12]([CH2:31][OH:32])[C@@H:13]([OH:23])[C@H:14]([OH:15])[C@H:9]1[OH:8].[CH2:1]([O:8][C@@H:9]1[C@@H:14]([O:15][CH2:16][C:17]2[CH:18]=[CH:19][CH:20]=[CH:21][CH:22]=2)[C@H:13]([O:23][CH2:24][C:25]2[CH:30]=[CH:29][CH:28]=[CH:27][CH:26]=2)[C@@H:12]([CH2:31][O:32][CH2:33][C:34]2[CH:39]=[CH:38][CH:37]=[CH:36][CH:35]=2)[O:11][C@H:10]1[N:40]1[C:48]2[C:43](=[C:44]([CH3:49])[CH:45]=[CH:46][CH:47]=2)[C:42]([CH2:50][C:51]2[CH:56]=[CH:55][C:54](/[CH:57]=[CH:58]/[CH2:59][C:60](=[O:61])[NH:63][C@@H:64]([CH3:67])[CH2:65][OH:66])=[CH:53][CH:52]=2)=[CH:41]1)[C:2]1[CH:3]=[CH:4][CH:5]=[CH:6][CH:7]=1, predict the reactants needed to synthesize it. The reactants are: [CH2:1]([O:8][C@@H:9]1[C@@H:14]([O:15][CH2:16][C:17]2[CH:22]=[CH:21][CH:20]=[CH:19][CH:18]=2)[C@H:13]([O:23][CH2:24][C:25]2[CH:30]=[CH:29][CH:28]=[CH:27][CH:26]=2)[C@@H:12]([CH2:31][O:32][CH2:33][C:34]2[CH:39]=[CH:38][CH:37]=[CH:36][CH:35]=2)[O:11][C@H:10]1[N:40]1[C:48]2[C:43](=[C:44]([CH3:49])[CH:45]=[CH:46][CH:47]=2)[C:42]([CH2:50][C:51]2[CH:56]=[CH:55][C:54](/[CH:57]=[CH:58]/[CH2:59][C:60](O)=[O:61])=[CH:53][CH:52]=2)=[CH:41]1)[C:2]1[CH:7]=[CH:6][CH:5]=[CH:4][CH:3]=1.[NH2:63][C@@H:64]([CH3:67])[CH2:65][OH:66].ON1C2C=CC=CC=2N=N1.Cl.C(N=C=NCCCN(C)C)C. (2) Given the product [Cl:1][C:2]1[CH:3]=[CH:4][C:5]([C:28]([F:31])([F:29])[F:30])=[C:6]([CH:27]=1)[CH2:7][N:8]1[CH2:13][CH2:12][NH:11][C:10]2[N:14]=[CH:15][C:16]([C:18]3[CH:19]=[C:20]([CH:24]=[CH:25][CH:26]=3)[C:21]([NH:39][CH2:38][C:37]3[CH:40]=[CH:41][C:34]([O:33][CH3:32])=[CH:35][CH:36]=3)=[O:22])=[CH:17][C:9]1=2, predict the reactants needed to synthesize it. The reactants are: [Cl:1][C:2]1[CH:3]=[CH:4][C:5]([C:28]([F:31])([F:30])[F:29])=[C:6]([CH:27]=1)[CH2:7][N:8]1[CH2:13][CH2:12][NH:11][C:10]2[N:14]=[CH:15][C:16]([C:18]3[CH:19]=[C:20]([CH:24]=[CH:25][CH:26]=3)[C:21](O)=[O:22])=[CH:17][C:9]1=2.[CH3:32][O:33][C:34]1[CH:41]=[CH:40][C:37]([CH2:38][NH2:39])=[CH:36][CH:35]=1. (3) The reactants are: [NH2:1][C:2]1[CH:7]=[C:6]([C:8]([NH:10][CH:11]([CH3:13])[CH3:12])=[O:9])[C:5]([NH:14][C:15]([C:17]2[N:21]([C:22]3[C:27]([Cl:28])=[CH:26][CH:25]=[CH:24][N:23]=3)[N:20]=[C:19]([C:29]([F:32])([F:31])[F:30])[CH:18]=2)=[O:16])=[C:4]([CH3:33])[CH:3]=1.[CH:34](=O)/[CH:35]=[CH:36]/[CH3:37].N. Given the product [CH:11]([NH:10][C:8]([C:6]1[C:7]2[CH:34]=[CH:35][C:36]([CH3:37])=[N:1][C:2]=2[CH:3]=[C:4]([CH3:33])[C:5]=1[NH:14][C:15]([C:17]1[N:21]([C:22]2[C:27]([Cl:28])=[CH:26][CH:25]=[CH:24][N:23]=2)[N:20]=[C:19]([C:29]([F:32])([F:31])[F:30])[CH:18]=1)=[O:16])=[O:9])([CH3:13])[CH3:12], predict the reactants needed to synthesize it.